From a dataset of Peptide-MHC class II binding affinity with 134,281 pairs from IEDB. Regression. Given a peptide amino acid sequence and an MHC pseudo amino acid sequence, predict their binding affinity value. This is MHC class II binding data. (1) The peptide sequence is TKPEACSGEPVVVHI. The MHC is HLA-DPA10103-DPB10201 with pseudo-sequence HLA-DPA10103-DPB10201. The binding affinity (normalized) is 0.221. (2) The peptide sequence is DVPDYASLRSLVASS. The MHC is DRB1_0301 with pseudo-sequence DRB1_0301. The binding affinity (normalized) is 0.324. (3) The binding affinity (normalized) is 0.214. The MHC is DRB1_1501 with pseudo-sequence DRB1_1501. The peptide sequence is TWHYDDENPYKTWAYHG. (4) The peptide sequence is YDKFLANRSTVLTGK. The MHC is DRB1_0101 with pseudo-sequence DRB1_0101. The binding affinity (normalized) is 0.899.